This data is from Full USPTO retrosynthesis dataset with 1.9M reactions from patents (1976-2016). The task is: Predict the reactants needed to synthesize the given product. (1) Given the product [CH:11]1([N:10]2[C:4]3[CH:3]=[C:2]([C:21]4[CH:20]=[N:19][C:18]([CH3:17])=[CH:23][CH:22]=4)[N:7]=[CH:6][C:5]=3[C:8]([CH3:16])([CH3:15])[C:9]2=[O:14])[CH2:13][CH2:12]1, predict the reactants needed to synthesize it. The reactants are: Cl[C:2]1[N:7]=[CH:6][C:5]2[C:8]([CH3:16])([CH3:15])[C:9](=[O:14])[N:10]([CH:11]3[CH2:13][CH2:12]3)[C:4]=2[CH:3]=1.[CH3:17][C:18]1[CH:23]=[CH:22][C:21](B(O)O)=[CH:20][N:19]=1.C(=O)([O-])[O-].[Cs+].[Cs+].C(Cl)(Cl)Cl.CC1(C)C2C(=C(P(C3C=CC=CC=3)C3C=CC=CC=3)C=CC=2)OC2C(P(C3C=CC=CC=3)C3C=CC=CC=3)=CC=CC1=2. (2) Given the product [CH3:10][C:11]1[CH:12]=[C:13]([CH:14]2[N:9]([CH2:8][CH2:7][CH2:6][N:1]3[CH:5]=[CH:4][N:3]=[CH:2]3)[C:23](=[O:22])[C:24]([OH:35])=[C:25]2[C:26]2[C:34]3[C:29](=[CH:30][CH:31]=[CH:32][CH:33]=3)[NH:28][CH:27]=2)[CH:16]=[CH:17][C:18]=1[CH3:19], predict the reactants needed to synthesize it. The reactants are: [N:1]1([CH2:6][CH2:7][CH2:8][NH2:9])[CH:5]=[CH:4][N:3]=[CH:2]1.[CH3:10][C:11]1[CH:12]=[C:13]([CH:16]=[CH:17][C:18]=1[CH3:19])[CH:14]=O.C([O:22][C:23](=O)[C:24](=[O:35])[CH2:25][C:26]1[C:34]2[C:29](=[CH:30][CH:31]=[CH:32][CH:33]=2)[NH:28][CH:27]=1)C. (3) Given the product [OH:3][C:4]1[C:9]2[C:10](=[O:13])[CH2:11][O:12][C:8]=2[CH:7]=[C:6]([OH:14])[C:5]=1[CH2:15][CH:16]=[C:17]([CH3:19])[CH3:18].[OH:3][C:4]1[C:9]2[C:10](=[O:13])[CH2:11][O:12][C:8]=2[CH:7]=[C:6]([OH:14])[CH:5]=1, predict the reactants needed to synthesize it. The reactants are: [OH-].[Na+].[OH:3][C:4]1[C:9]2[C:10](=[O:13])[CH2:11][O:12][C:8]=2[CH:7]=[C:6]([OH:14])[CH:5]=1.[CH2:15](Br)[CH:16]=[C:17]([CH3:19])[CH3:18].